Dataset: Peptide-MHC class I binding affinity with 185,985 pairs from IEDB/IMGT. Task: Regression. Given a peptide amino acid sequence and an MHC pseudo amino acid sequence, predict their binding affinity value. This is MHC class I binding data. The peptide sequence is VFKDSFLRK. The MHC is HLA-A31:01 with pseudo-sequence HLA-A31:01. The binding affinity (normalized) is 0.535.